Dataset: Forward reaction prediction with 1.9M reactions from USPTO patents (1976-2016). Task: Predict the product of the given reaction. (1) Given the reactants [F:1][C:2]([F:22])([F:21])[O:3][C:4]1[CH:9]=[CH:8][C:7]([C:10]2(O)[C:15]3=[N:16][CH:17]=[CH:18][CH:19]=[C:14]3[O:13][CH2:12][CH2:11]2)=[CH:6][CH:5]=1.ClCC#[N:26].C(O)(=O)C.OS(O)(=O)=O, predict the reaction product. The product is: [F:1][C:2]([F:22])([F:21])[O:3][C:4]1[CH:9]=[CH:8][C:7]([C:10]2([NH2:26])[C:15]3=[N:16][CH:17]=[CH:18][CH:19]=[C:14]3[O:13][CH2:12][CH2:11]2)=[CH:6][CH:5]=1. (2) Given the reactants Cl[CH2:2][C:3]1[CH:8]=[CH:7][C:6]([O:9][CH:10]([F:12])[F:11])=[C:5]([O:13][CH3:14])[CH:4]=1.[C-:15]#[N:16].[Na+].O, predict the reaction product. The product is: [F:11][CH:10]([F:12])[O:9][C:6]1[CH:7]=[CH:8][C:3]([CH2:2][C:15]#[N:16])=[CH:4][C:5]=1[O:13][CH3:14].